From a dataset of Catalyst prediction with 721,799 reactions and 888 catalyst types from USPTO. Predict which catalyst facilitates the given reaction. (1) Reactant: [F:1][C:2]([F:14])([F:13])[C:3]1[CH:8]=[CH:7][CH:6]=[CH:5][C:4]=1[S:9]([O-:12])(=[O:11])=[O:10].[OH:15][C:16]1[CH:21]=[CH:20][C:19]([S+:22]([C:33]2[CH:38]=[CH:37][C:36]([C:39]([CH3:42])([CH3:41])[CH3:40])=[CH:35][CH:34]=2)[C:23]2[CH:28]=[CH:27][C:26]([C:29]([CH3:32])([CH3:31])[CH3:30])=[CH:25][CH:24]=2)=[CH:18][CH:17]=1.C(=O)([O-])[O-].[K+].[K+].CN(C)CCN(C)C.[CH:57]([O:59][CH2:60][CH2:61]Cl)=[CH2:58]. Product: [F:14][C:2]([F:1])([F:13])[C:3]1[CH:8]=[CH:7][CH:6]=[CH:5][C:4]=1[S:9]([O-:12])(=[O:11])=[O:10].[CH:57]([O:59][CH2:60][CH2:61][O:15][C:16]1[CH:21]=[CH:20][C:19]([S+:22]([C:33]2[CH:34]=[CH:35][C:36]([C:39]([CH3:42])([CH3:41])[CH3:40])=[CH:37][CH:38]=2)[C:23]2[CH:28]=[CH:27][C:26]([C:29]([CH3:32])([CH3:31])[CH3:30])=[CH:25][CH:24]=2)=[CH:18][CH:17]=1)=[CH2:58]. The catalyst class is: 16. (2) Reactant: [F:1][C:2]1[CH:7]=[C:6]([C:8]2[S:12][C:11]([C:13]3[CH:18]=[CH:17][C:16]([S:19][CH3:20])=[CH:15][CH:14]=3)=[N:10][C:9]=2[C:21]2[CH:26]=[CH:25][CH:24]=[C:23]([CH3:27])[CH:22]=2)[CH:5]=[CH:4][N:3]=1.ClC1C=CC=C(C(OO)=[O:36])C=1.[OH-:39].[Na+]. Product: [F:1][C:2]1[CH:7]=[C:6]([C:8]2[S:12][C:11]([C:13]3[CH:14]=[CH:15][C:16]([S:19]([CH3:20])(=[O:36])=[O:39])=[CH:17][CH:18]=3)=[N:10][C:9]=2[C:21]2[CH:26]=[CH:25][CH:24]=[C:23]([CH3:27])[CH:22]=2)[CH:5]=[CH:4][N:3]=1. The catalyst class is: 9. (3) Reactant: [P:1]([O-:24])([O-:23])([O:3][CH:4](CC1C=CC=CC=1)[CH2:5][CH2:6][C:7](CC1C=CC=CC=1)=[O:8])=[O:2].[H][H]. Product: [P:1]([OH:24])([OH:23])([O:3][CH2:4][CH2:5][CH2:6][CH:7]=[O:8])=[O:2]. The catalyst class is: 29. (4) Reactant: [O:1]=[C:2]1[CH2:11][CH2:10][C@@H:9]2[C@H:4]([CH2:5][C@@H:6]([C:19]([OH:21])=[O:20])[N:7]([C:12]([O:14][C:15]([CH3:18])([CH3:17])[CH3:16])=[O:13])[CH2:8]2)[CH2:3]1.O.O.O.O.O.O.O.[Cl-].[Cl-].[Cl-].[Ce+3].[C:33](O)(=O)[CH3:34]. Product: [OH:1][C@H:2]1[CH2:11][CH2:10][C@@H:9]2[C@H:4]([CH2:5][C@@H:6]([C:19]([O:21][CH2:33][CH3:34])=[O:20])[N:7]([C:12]([O:14][C:15]([CH3:16])([CH3:17])[CH3:18])=[O:13])[CH2:8]2)[CH2:3]1. The catalyst class is: 8. (5) Reactant: [OH:1][C@@H:2]1[CH2:6][CH2:5][N:4]([C:7]([C:9]2[CH:14]=[CH:13][C:12]([O:15][C:16]([F:19])([F:18])[F:17])=[CH:11][CH:10]=2)=[O:8])[C@H:3]1[C:20]([NH:22][O:23]CC1C=CC=CC=1)=[O:21]. Product: [OH:1][C@@H:2]1[CH2:6][CH2:5][N:4]([C:7]([C:9]2[CH:14]=[CH:13][C:12]([O:15][C:16]([F:17])([F:18])[F:19])=[CH:11][CH:10]=2)=[O:8])[C@H:3]1[C:20]([NH:22][OH:23])=[O:21]. The catalyst class is: 320. (6) Reactant: [NH2:1][C:2]1[N:3]=[CH:4][C:5]([C:8]2[CH:13]=[CH:12][C:11]([C:14]3[CH:19]=[CH:18][C:17]([C:20]([F:23])([F:22])[F:21])=[CH:16][C:15]=3[CH2:24][N:25]3[CH2:30][CH2:29][CH:28]([NH:31]C(=O)OC(C)(C)C)[CH2:27][CH2:26]3)=[CH:10][C:9]=2[F:39])=[N:6][CH:7]=1.C(O)(C(F)(F)F)=O. Product: [NH2:31][CH:28]1[CH2:29][CH2:30][N:25]([CH2:24][C:15]2[CH:16]=[C:17]([C:20]([F:22])([F:23])[F:21])[CH:18]=[CH:19][C:14]=2[C:11]2[CH:12]=[CH:13][C:8]([C:5]3[N:6]=[CH:7][C:2]([NH2:1])=[N:3][CH:4]=3)=[C:9]([F:39])[CH:10]=2)[CH2:26][CH2:27]1. The catalyst class is: 2. (7) Reactant: [C:1]1([C@H:7]2[C@@H:11]([C:12]3[CH:17]=[CH:16][CH:15]=[CH:14][CH:13]=3)[NH:10][C:9](=[S:18])[NH:8]2)[CH:6]=[CH:5][CH:4]=[CH:3][CH:2]=1.[CH3:19][C:20]1[CH:27]=[CH:26][CH:25]=[CH:24][C:21]=1[CH2:22][Cl:23]. Product: [ClH:23].[CH3:19][C:20]1[CH:27]=[CH:26][CH:25]=[CH:24][C:21]=1[CH2:22][S:18][C:9]1[NH:8][C@H:7]([C:1]2[CH:2]=[CH:3][CH:4]=[CH:5][CH:6]=2)[C@H:11]([C:12]2[CH:13]=[CH:14][CH:15]=[CH:16][CH:17]=2)[N:10]=1. The catalyst class is: 14.